From a dataset of Peptide-MHC class I binding affinity with 185,985 pairs from IEDB/IMGT. Regression. Given a peptide amino acid sequence and an MHC pseudo amino acid sequence, predict their binding affinity value. This is MHC class I binding data. (1) The peptide sequence is TPRDLGACI. The MHC is HLA-A02:06 with pseudo-sequence HLA-A02:06. The binding affinity (normalized) is 0. (2) The peptide sequence is RPGPVKFSL. The MHC is HLA-A68:02 with pseudo-sequence HLA-A68:02. The binding affinity (normalized) is 0.0847. (3) The peptide sequence is RLRYNLCKY. The MHC is HLA-A33:01 with pseudo-sequence HLA-A33:01. The binding affinity (normalized) is 0.147. (4) The peptide sequence is YNAVLTHVK. The MHC is H-2-Kd with pseudo-sequence H-2-Kd. The binding affinity (normalized) is 0.581. (5) The peptide sequence is KVFFVNWFR. The MHC is HLA-B40:01 with pseudo-sequence HLA-B40:01. The binding affinity (normalized) is 0.0847. (6) The peptide sequence is EFFGWAEGY. The MHC is HLA-A30:01 with pseudo-sequence HLA-A30:01. The binding affinity (normalized) is 0.0847. (7) The peptide sequence is SSYRRPVGI. The MHC is H-2-Db with pseudo-sequence H-2-Db. The binding affinity (normalized) is 0. (8) The peptide sequence is KYQSPVNIF. The MHC is HLA-B18:01 with pseudo-sequence HLA-B18:01. The binding affinity (normalized) is 0.328.